This data is from Forward reaction prediction with 1.9M reactions from USPTO patents (1976-2016). The task is: Predict the product of the given reaction. (1) Given the reactants [F:1][C:2]1[CH:3]=[C:4]([CH:6]=[CH:7][C:8]=1[O:9][C:10]1[CH:15]=[CH:14][N:13]=[C:12]2[CH:16]=[C:17]([C:19]3[CH2:20][CH2:21][N:22]([CH3:25])[CH2:23][CH:24]=3)[S:18][C:11]=12)[NH2:5].[CH3:26][O:27][C:28]1[CH:33]=[CH:32][CH:31]=[CH:30][C:29]=1[NH:34][C:35](=[O:40])[CH2:36][C:37](O)=[O:38].C(Cl)CCl.C1C=CC2N(O)N=NC=2C=1, predict the reaction product. The product is: [F:1][C:2]1[CH:3]=[C:4]([NH:5][C:37](=[O:38])[CH2:36][C:35]([NH:34][C:29]2[CH:30]=[CH:31][CH:32]=[CH:33][C:28]=2[O:27][CH3:26])=[O:40])[CH:6]=[CH:7][C:8]=1[O:9][C:10]1[CH:15]=[CH:14][N:13]=[C:12]2[CH:16]=[C:17]([C:19]3[CH2:20][CH2:21][N:22]([CH3:25])[CH2:23][CH:24]=3)[S:18][C:11]=12. (2) Given the reactants C([O:3][C:4](=[O:19])[C:5]1[CH:10]=[CH:9][C:8]([O:11][CH3:12])=[C:7]([CH2:13][O:14][CH2:15][CH2:16][O:17][CH3:18])[CH:6]=1)C.[OH-].[Na+], predict the reaction product. The product is: [CH3:12][O:11][C:8]1[CH:9]=[CH:10][C:5]([C:4]([OH:19])=[O:3])=[CH:6][C:7]=1[CH2:13][O:14][CH2:15][CH2:16][O:17][CH3:18]. (3) Given the reactants Cl[C:2]1[N:7]=[C:6]([NH:8][C:9]2[CH:14]=[CH:13][CH:12]=[CH:11][C:10]=2[C:15]#[N:16])[C:5]([Cl:17])=[CH:4][N:3]=1.[S:18]([NH2:28])(=[O:27])([C:20]1[CH:25]=[CH:24][C:23]([NH2:26])=[CH:22][CH:21]=1)=[O:19].N, predict the reaction product. The product is: [S:18]([C:20]1[CH:25]=[CH:24][C:23]([NH:26][C:2]2[N:7]=[C:6]([NH:8][C:9]3[CH:14]=[CH:13][CH:12]=[CH:11][C:10]=3[C:15]#[N:16])[C:5]([Cl:17])=[CH:4][N:3]=2)=[CH:22][CH:21]=1)(=[O:19])(=[O:27])[NH2:28]. (4) Given the reactants [C:1]([O:5][C@@H:6]([C:12]1[C:13]([CH3:27])=[N:14][C:15]2[N:16]([N:19]=[C:20]([C:22]([O:24][CH2:25][CH3:26])=[O:23])[CH:21]=2)[C:17]=1Cl)[C:7]([O:9][CH2:10][CH3:11])=[O:8])([CH3:4])([CH3:3])[CH3:2].Cl.[CH2:29]([O:32][C:33]1([CH3:39])[CH2:38][CH2:37][NH:36][CH2:35][CH2:34]1)[CH:30]=[CH2:31].CCN(C(C)C)C(C)C, predict the reaction product. The product is: [CH2:29]([O:32][C:33]1([CH3:39])[CH2:34][CH2:35][N:36]([C:17]2[N:16]3[N:19]=[C:20]([C:22]([O:24][CH2:25][CH3:26])=[O:23])[CH:21]=[C:15]3[N:14]=[C:13]([CH3:27])[C:12]=2[C@H:6]([O:5][C:1]([CH3:4])([CH3:3])[CH3:2])[C:7]([O:9][CH2:10][CH3:11])=[O:8])[CH2:37][CH2:38]1)[CH:30]=[CH2:31]. (5) Given the reactants [CH3:1][N:2]([CH:10]1[CH2:15][CH2:14][CH2:13][N:12]([C:16]2[CH:21]=[CH:20][C:19]([N+:22]([O-])=O)=[CH:18][N:17]=2)[CH2:11]1)[C:3](=[O:9])[O:4][C:5]([CH3:8])([CH3:7])[CH3:6].[H][H], predict the reaction product. The product is: [NH2:22][C:19]1[CH:20]=[CH:21][C:16]([N:12]2[CH2:13][CH2:14][CH2:15][CH:10]([N:2]([CH3:1])[C:3](=[O:9])[O:4][C:5]([CH3:6])([CH3:7])[CH3:8])[CH2:11]2)=[N:17][CH:18]=1. (6) Given the reactants [I:1][C:2]1[CH:3]=[C:4]([NH2:9])[C:5]([NH2:8])=[CH:6][CH:7]=1.[N:10]([O-])=O.[Na+], predict the reaction product. The product is: [I:1][C:2]1[CH:7]=[CH:6][C:5]2[N:8]=[N:10][NH:9][C:4]=2[CH:3]=1. (7) The product is: [ClH:32].[CH3:22][O:21][C:19]1[CH:18]=[CH:17][C:13]2[CH2:14][CH2:15][CH2:16][CH:10]([NH:9][CH2:23][C@@H:24]([C:26]3[CH:31]=[CH:30][CH:29]=[C:28]([Cl:32])[CH:27]=3)[OH:25])[CH2:11][C:12]=2[CH:20]=1. Given the reactants Cl.C([N:9]([CH2:23][C@@H:24]([C:26]1[CH:31]=[CH:30][CH:29]=[C:28]([Cl:32])[CH:27]=1)[OH:25])[CH:10]1[CH2:16][CH2:15][CH2:14][C:13]2[CH:17]=[CH:18][C:19]([O:21][CH3:22])=[CH:20][C:12]=2[CH2:11]1)C1C=CC=CC=1.ClC1C=CC=CC=1, predict the reaction product.